From a dataset of Reaction yield outcomes from USPTO patents with 853,638 reactions. Predict the reaction yield, written as a fraction of the theoretical maximum amount of product (1.0 means a 100% yield; for example, 0.34 means a 34% yield). (1) The reactants are [F:1][C:2]1[CH:3]=[C:4]([NH2:18])[CH:5]=[CH:6][C:7]=1[O:8][C:9]1[CH:14]=[CH:13][N:12]=[C:11]2[CH:15]=[CH:16][S:17][C:10]=12.FC1C=C(NC(NC(=O)CC2C=CC=CC=2)=S)C=CC=1OC1C=CN=C2C=CSC=12.[F:49][C:50]1[CH:55]=[CH:54][CH:53]=[C:52]([F:56])[C:51]=1[CH2:57][C:58]([N:60]=[C:61]=[S:62])=[O:59]. No catalyst specified. The product is [F:49][C:50]1[CH:55]=[CH:54][CH:53]=[C:52]([F:56])[C:51]=1[CH2:57][C:58]([NH:60][C:61](=[S:62])[NH:18][C:4]1[CH:5]=[CH:6][C:7]([O:8][C:9]2[CH:14]=[CH:13][N:12]=[C:11]3[CH:15]=[CH:16][S:17][C:10]=23)=[C:2]([F:1])[CH:3]=1)=[O:59]. The yield is 0.230. (2) The reactants are CN(C=O)C.[Cl:6]N1C(=O)CCC1=O.[Cl:14][C:15]1[CH:16]=[C:17]([CH:21]=[CH:22][CH:23]=1)[CH:18]=[N:19][OH:20]. The catalyst is C(OCC)C. The product is [Cl:14][C:15]1[CH:16]=[C:17]([C:18]([Cl:6])=[N:19][OH:20])[CH:21]=[CH:22][CH:23]=1. The yield is 0.930. (3) The reactants are [NH2:1][CH2:2][C:3]1[CH:33]=[CH:32][C:6]([CH2:7][N:8]2[CH2:13][CH2:12][CH:11]([N:14]3[C@H:18]([C:19]4[CH:24]=[CH:23][CH:22]=[CH:21][CH:20]=4)[CH2:17][N:16]([CH:25]4[CH2:30][CH2:29][O:28][CH2:27][CH2:26]4)[C:15]3=[O:31])[CH2:10][CH2:9]2)=[CH:5][CH:4]=1.[CH2:34]([N:41]=[C:42]=[O:43])[C:35]1[CH:40]=[CH:39][CH:38]=[CH:37][CH:36]=1. The catalyst is C(O)(C)C. The product is [CH2:34]([NH:41][C:42]([NH:1][CH2:2][C:3]1[CH:33]=[CH:32][C:6]([CH2:7][N:8]2[CH2:9][CH2:10][CH:11]([N:14]3[C@H:18]([C:19]4[CH:24]=[CH:23][CH:22]=[CH:21][CH:20]=4)[CH2:17][N:16]([CH:25]4[CH2:26][CH2:27][O:28][CH2:29][CH2:30]4)[C:15]3=[O:31])[CH2:12][CH2:13]2)=[CH:5][CH:4]=1)=[O:43])[C:35]1[CH:40]=[CH:39][CH:38]=[CH:37][CH:36]=1. The yield is 0.670. (4) The reactants are [NH2:1][C@@H:2]([CH3:19])[C@@H:3]([NH:11][C:12](=[O:18])[O:13][C:14]([CH3:17])([CH3:16])[CH3:15])[CH2:4][CH:5]1[CH2:10][CH2:9][CH2:8][CH2:7][CH2:6]1.CCN(CC)CC.[C:27](Cl)([O:29][CH2:30][C:31]1[CH:36]=[CH:35][CH:34]=[CH:33][CH:32]=1)=[O:28]. The catalyst is CO. The product is [C:14]([O:13][C:12]([NH:11][C@@H:3]([CH2:4][CH:5]1[CH2:10][CH2:9][CH2:8][CH2:7][CH2:6]1)[C@@H:2]([NH:1][C:27](=[O:28])[O:29][CH2:30][C:31]1[CH:36]=[CH:35][CH:34]=[CH:33][CH:32]=1)[CH3:19])=[O:18])([CH3:15])([CH3:17])[CH3:16]. The yield is 0.510. (5) The reactants are [C:1]([CH2:4][CH2:5][C:6]1[C:7]([CH3:13])=[C:8]([CH:11]=O)[NH:9][CH:10]=1)([OH:3])=[O:2].[CH2:14]([O:16][C:17]1[CH:18]=[C:19]([C:23]2[CH:31]=[C:30]3[C:26]([CH2:27][C:28](=[O:32])[NH:29]3)=[CH:25][CH:24]=2)[CH:20]=[CH:21][CH:22]=1)[CH3:15]. The catalyst is N1CCCCC1.C(O)C. The product is [CH2:14]([O:16][C:17]1[CH:18]=[C:19]([C:23]2[CH:31]=[C:30]3[C:26]([C:27](=[CH:11][C:8]4[NH:9][CH:10]=[C:6]([CH2:5][CH2:4][C:1]([OH:3])=[O:2])[C:7]=4[CH3:13])[C:28](=[O:32])[NH:29]3)=[CH:25][CH:24]=2)[CH:20]=[CH:21][CH:22]=1)[CH3:15]. The yield is 0.960.